Task: Predict the product of the given reaction.. Dataset: Forward reaction prediction with 1.9M reactions from USPTO patents (1976-2016) (1) Given the reactants [SH:1][C:2]1[N:10]([CH2:11][O:12][CH2:13][CH2:14][Si:15]([CH3:18])([CH3:17])[CH3:16])[C:9]2[C:8](=[O:19])[N:7]([CH3:20])[C:6](=[O:21])[N:5]([CH3:22])[C:4]=2[N:3]=1.Cl[CH2:24][C:25]([NH:27][CH:28]([CH2:31][CH3:32])[CH2:29][OH:30])=[O:26].C(=O)([O-])[O-].[K+].[K+], predict the reaction product. The product is: [CH3:20][N:7]1[C:8](=[O:19])[C:9]2[N:10]([CH2:11][O:12][CH2:13][CH2:14][Si:15]([CH3:17])([CH3:16])[CH3:18])[C:2]([S:1][CH2:24][C:25]([NH:27][CH:28]([CH2:31][CH3:32])[CH2:29][OH:30])=[O:26])=[N:3][C:4]=2[N:5]([CH3:22])[C:6]1=[O:21]. (2) Given the reactants [CH:1]([N:4]1[C:8]([C:9]2[N:18]=[C:17]3[N:11]([CH2:12][CH2:13][O:14][C:15]4[CH:22]=[C:21]([O:23][C:24]([CH3:29])([CH3:28])[C:25]([OH:27])=O)[CH:20]=[CH:19][C:16]=43)[CH:10]=2)=[N:7][C:6]([CH3:30])=[N:5]1)([CH3:3])[CH3:2].CCN(C(C)C)C(C)C.[CH3:40][N:41]1[CH2:46][CH2:45][NH:44][CH2:43][CH2:42]1.C1C=CC2N(O)N=NC=2C=1.CCN=C=NCCCN(C)C, predict the reaction product. The product is: [CH:1]([N:4]1[C:8]([C:9]2[N:18]=[C:17]3[C:16]4[CH:19]=[CH:20][C:21]([O:23][C:24]([CH3:29])([CH3:28])[C:25]([N:44]5[CH2:45][CH2:46][N:41]([CH3:40])[CH2:42][CH2:43]5)=[O:27])=[CH:22][C:15]=4[O:14][CH2:13][CH2:12][N:11]3[CH:10]=2)=[N:7][C:6]([CH3:30])=[N:5]1)([CH3:3])[CH3:2].